From a dataset of Catalyst prediction with 721,799 reactions and 888 catalyst types from USPTO. Predict which catalyst facilitates the given reaction. (1) Reactant: [NH2:1][C:2]1[C:10]([O:11][CH3:12])=[CH:9][CH:8]=[CH:7][C:3]=1[C:4]([OH:6])=[O:5].N1C=CC=CC=1.[C:19](Cl)([O:21][CH2:22][C:23]([Cl:26])([Cl:25])[Cl:24])=[O:20]. Product: [CH3:12][O:11][C:10]1[C:2]([NH:1][C:19]([O:21][CH2:22][C:23]([Cl:26])([Cl:25])[Cl:24])=[O:20])=[C:3]([CH:7]=[CH:8][CH:9]=1)[C:4]([OH:6])=[O:5]. The catalyst class is: 4. (2) Reactant: [N:1]1[CH:6]=[CH:5][CH:4]=[C:3]([C:7]2[O:11][C:10]([NH:12][C:13](=[O:20])OCC(Cl)(Cl)Cl)=[N:9][N:8]=2)[CH:2]=1.[C:21]1([C:27]2[N:31]=[C:30]([N:32]3[CH2:37][CH2:36][NH:35][CH2:34][CH2:33]3)[S:29][N:28]=2)[CH:26]=[CH:25][CH:24]=[CH:23][CH:22]=1.C(N(C(C)C)CC)(C)C.O. Product: [C:21]1([C:27]2[N:31]=[C:30]([N:32]3[CH2:37][CH2:36][N:35]([C:13]([NH:12][C:10]4[O:11][C:7]([C:3]5[CH:2]=[N:1][CH:6]=[CH:5][CH:4]=5)=[N:8][N:9]=4)=[O:20])[CH2:34][CH2:33]3)[S:29][N:28]=2)[CH:22]=[CH:23][CH:24]=[CH:25][CH:26]=1. The catalyst class is: 16. (3) Reactant: [NH2:1][C:2]1[N:7]=[C:6]([NH2:8])[C:5]([O:9][CH2:10][CH2:11][CH2:12][O:13][C:14]2[CH:19]=[CH:18][CH:17]=[CH:16][C:15]=2[CH2:20][CH2:21][C:22]([O:24][CH2:25][CH3:26])=[O:23])=[C:4]([CH2:27][CH3:28])[N:3]=1.[ClH:29]. Product: [ClH:29].[NH2:1][C:2]1[N:7]=[C:6]([NH2:8])[C:5]([O:9][CH2:10][CH2:11][CH2:12][O:13][C:14]2[CH:19]=[CH:18][CH:17]=[CH:16][C:15]=2[CH2:20][CH2:21][C:22]([O:24][CH2:25][CH3:26])=[O:23])=[C:4]([CH2:27][CH3:28])[N:3]=1. The catalyst class is: 14. (4) Reactant: [NH2:1][C:2]1[CH:7]=[CH:6][CH:5]=[C:4]([Cl:8])[N:3]=1.[Cl:9][CH2:10][CH:11]=O. The catalyst class is: 8. Product: [ClH:8].[Cl:9][C:10]1[N:3]2[CH:4]=[CH:5][N:1]=[C:2]2[CH:7]=[CH:6][CH:11]=1.